Dataset: Catalyst prediction with 721,799 reactions and 888 catalyst types from USPTO. Task: Predict which catalyst facilitates the given reaction. Reactant: [NH2:1][N:2]1[CH:6]=[CH:5][C:4]([Cl:7])=[C:3]1[C:8]([O:10]CC1C=CC=CC=1)=[O:9].Cl.C(OCC)C. Product: [NH2:1][N:2]1[CH:6]=[CH:5][C:4]([Cl:7])=[C:3]1[C:8]([OH:10])=[O:9]. The catalyst class is: 19.